This data is from Catalyst prediction with 721,799 reactions and 888 catalyst types from USPTO. The task is: Predict which catalyst facilitates the given reaction. (1) Reactant: [CH:1]1[C:10]2[C:5](=[CH:6][CH:7]=[CH:8][CH:9]=2)[CH:4]=[CH:3][C:2]=1[C:11]1[C:19]2[C:14](=[N:15][CH:16]=[N:17][C:18]=2[NH2:20])[NH:13][N:12]=1.C([O-])([O-])=O.[K+].[K+].[CH2:27](Br)[C:28]1[CH:33]=[CH:32][CH:31]=[CH:30][CH:29]=1.O. Product: [CH2:27]([N:13]1[C:14]2=[N:15][CH:16]=[N:17][C:18]([NH2:20])=[C:19]2[C:11]([C:2]2[CH:3]=[CH:4][C:5]3[C:10](=[CH:9][CH:8]=[CH:7][CH:6]=3)[CH:1]=2)=[N:12]1)[C:28]1[CH:33]=[CH:32][CH:31]=[CH:30][CH:29]=1. The catalyst class is: 3. (2) Reactant: Br[CH:2]([CH3:5])[C:3]#[N:4].Cl.[Cl:7][C:8]1[CH:13]=[CH:12][C:11]([CH:14]2[CH:18]([C:19]3[CH:24]=[CH:23][C:22]([Cl:25])=[CH:21][CH:20]=3)[N:17]([C:26]([N:28]3[CH2:33][CH2:32][NH:31][CH2:30][CH2:29]3)=[O:27])[C:16]([C:34]3[CH:39]=[CH:38][C:37]([C:40]([F:43])([F:42])[F:41])=[CH:36][C:35]=3[O:44][CH2:45][CH3:46])=[N:15]2)=[CH:10][CH:9]=1.C(N(C(C)C)CC)(C)C. Product: [Cl:7][C:8]1[CH:9]=[CH:10][C:11]([CH:14]2[CH:18]([C:19]3[CH:24]=[CH:23][C:22]([Cl:25])=[CH:21][CH:20]=3)[N:17]([C:26]([N:28]3[CH2:33][CH2:32][N:31]([CH2:5][CH2:2][C:3]#[N:4])[CH2:30][CH2:29]3)=[O:27])[C:16]([C:34]3[CH:39]=[CH:38][C:37]([C:40]([F:41])([F:43])[F:42])=[CH:36][C:35]=3[O:44][CH2:45][CH3:46])=[N:15]2)=[CH:12][CH:13]=1. The catalyst class is: 9. (3) The catalyst class is: 115. Product: [Cl:1][C:2]1[N:7]=[CH:6][C:5]2[CH:8]=[N:9][N:10]([CH2:18][C:19]3[CH:24]=[CH:23][CH:22]=[C:21]([N+:25]([O-:27])=[O:26])[CH:20]=3)[C:4]=2[CH:3]=1. Reactant: [Cl:1][C:2]1[N:7]=[CH:6][C:5]2[CH:8]=[N:9][NH:10][C:4]=2[CH:3]=1.C(=O)([O-])[O-].[K+].[K+].Br[CH2:18][C:19]1[CH:24]=[CH:23][CH:22]=[C:21]([N+:25]([O-:27])=[O:26])[CH:20]=1. (4) Reactant: [C:1]([O:5][C:6]([N:8]1[CH2:13][CH2:12][C:11]([NH2:16])([CH2:14][NH2:15])[CH2:10][CH2:9]1)=[O:7])([CH3:4])([CH3:3])[CH3:2].C(Cl)Cl.[F:20][C:21]1[CH:29]=[C:28]([F:30])[CH:27]=[CH:26][C:22]=1[C:23](Cl)=[O:24]. Product: [C:1]([O:5][C:6]([N:8]1[CH2:9][CH2:10][C:11]([NH2:16])([CH2:14][NH:15][C:23](=[O:24])[C:22]2[CH:26]=[CH:27][C:28]([F:30])=[CH:29][C:21]=2[F:20])[CH2:12][CH2:13]1)=[O:7])([CH3:4])([CH3:2])[CH3:3]. The catalyst class is: 17.